This data is from Peptide-MHC class I binding affinity with 185,985 pairs from IEDB/IMGT. The task is: Regression. Given a peptide amino acid sequence and an MHC pseudo amino acid sequence, predict their binding affinity value. This is MHC class I binding data. (1) The peptide sequence is VVYGYFIWY. The MHC is HLA-B08:02 with pseudo-sequence HLA-B08:02. The binding affinity (normalized) is 0.0847. (2) The peptide sequence is WMRGRGRAL. The MHC is HLA-A02:19 with pseudo-sequence HLA-A02:19. The binding affinity (normalized) is 0.0847. (3) The peptide sequence is AVYNLATA. The MHC is H-2-Db with pseudo-sequence H-2-Db. The binding affinity (normalized) is 0.122.